This data is from Full USPTO retrosynthesis dataset with 1.9M reactions from patents (1976-2016). The task is: Predict the reactants needed to synthesize the given product. (1) The reactants are: [CH2:1](O)C(N)(CO)CO.Cl.C1N=C(N)C2N=CN([C@@H]3O[C@H](COP(OP(O[CH2:34][C@H:35]4O[C@@H:38]([N:40]5[CH:45]=[C:44]([C:46](N)=O)[CH2:43][CH:42]=[CH:41]5)[C@H:37](O)[C@@H:36]4O)(O)=O)(O)=O)[C@@H](O)[C@H]3O)C=2N=1. Given the product [CH:1]1[C:45]2[NH:40][C:38]3[C:46](=[CH:34][CH:35]=[CH:36][CH:37]=3)[C:44]=2[CH:43]=[CH:42][CH:41]=1, predict the reactants needed to synthesize it. (2) Given the product [F:25][C:26]1[CH:34]=[C:33]2[C:29]([C:30]([C:35]3[CH2:36][CH2:37][N:38]([CH2:12][CH:13]4[O:18][C:17]5[C:19]([O:23][CH3:24])=[CH:20][CH:21]=[CH:22][C:16]=5[O:15][CH2:14]4)[CH2:39][CH:40]=3)=[CH:31][NH:32]2)=[CH:28][CH:27]=1, predict the reactants needed to synthesize it. The reactants are: CC1C=CC(S(O[CH2:12][C@@H:13]2[O:18][C:17]3[C:19]([O:23][CH3:24])=[CH:20][CH:21]=[CH:22][C:16]=3[O:15][CH2:14]2)(=O)=O)=CC=1.[F:25][C:26]1[CH:34]=[C:33]2[C:29]([C:30]([C:35]3[CH2:36][CH2:37][NH:38][CH2:39][CH:40]=3)=[CH:31][NH:32]2)=[CH:28][CH:27]=1.C(=O)(O)[O-].[Na+]. (3) Given the product [CH3:1][C:2]1[C:7]([CH3:8])=[CH:6][CH:5]=[CH:4][C:3]=1[CH:9]1[CH2:14][N:13]([C:30]([N:24]2[CH2:29][CH2:28][O:27][CH2:26][CH2:25]2)=[O:31])[CH2:12][CH:11]([NH:15][C:16]([C:17]2[CH:22]=[CH:21][CH:20]=[CH:19][CH:18]=2)=[O:23])[CH2:10]1, predict the reactants needed to synthesize it. The reactants are: [CH3:1][C:2]1[C:7]([CH3:8])=[CH:6][CH:5]=[CH:4][C:3]=1[CH:9]1[CH2:14][NH:13][CH2:12][CH:11]([NH:15][C:16](=[O:23])[C:17]2[CH:22]=[CH:21][CH:20]=[CH:19][CH:18]=2)[CH2:10]1.[N:24]1([C:30](Cl)=[O:31])[CH2:29][CH2:28][O:27][CH2:26][CH2:25]1.C(N(CC)CC)C.O. (4) Given the product [NH2:7][CH:10]1[CH2:15][CH2:14][N:13]([CH2:16][C:17]2[CH:18]=[CH:19][CH:20]=[CH:21][CH:22]=2)[CH2:12][CH:11]1[OH:23], predict the reactants needed to synthesize it. The reactants are: C(OCC)(=O)C.[N:7]([CH:10]1[CH2:15][CH2:14][N:13]([CH2:16][C:17]2[CH:22]=[CH:21][CH:20]=[CH:19][CH:18]=2)[CH2:12][CH:11]1[OH:23])=[N+]=[N-].[S].[H][H]. (5) Given the product [Cl:12][C:5]1[C:6]2[CH2:7][CH2:8][CH2:9][CH2:10][C:11]=2[C:2]([CH2:19][C:18]2[CH:21]=[CH:22][C:15]([F:14])=[CH:16][CH:17]=2)=[N:3][N:4]=1, predict the reactants needed to synthesize it. The reactants are: Cl[C:2]1[C:11]2[CH2:10][CH2:9][CH2:8][CH2:7][C:6]=2[C:5]([Cl:12])=[N:4][N:3]=1.[Cl-].[F:14][C:15]1[CH:22]=[CH:21][C:18]([CH2:19][Zn+])=[CH:17][CH:16]=1. (6) Given the product [Cl:17][C:18]1[CH:19]=[C:20](/[CH:24]=[CH:25]/[C:26]([NH:16][C:13]2[CH:14]=[CH:15][N:11]([CH2:10][CH2:9][CH2:8][CH2:7][C:2](=[O:6])[CH3:1])[N:12]=2)=[O:27])[CH:21]=[CH:22][CH:23]=1, predict the reactants needed to synthesize it. The reactants are: [CH3:1][C:2]1([CH2:7][CH2:8][CH2:9][CH2:10][N:11]2[CH:15]=[CH:14][C:13]([NH2:16])=[N:12]2)[O:6]CCO1.[Cl:17][C:18]1[CH:19]=[C:20](/[CH:24]=[CH:25]/[C:26](O)=[O:27])[CH:21]=[CH:22][CH:23]=1. (7) Given the product [O:1]([CH2:8][CH2:9][S:10][CH2:11][C:12]([NH:49][NH:48][C:46]([C:42]1[CH:43]=[C:44]2[C:39](=[CH:40][CH:41]=1)[N:38]([S:50]([CH3:53])(=[O:52])=[O:51])[C:37]([CH2:36][N:34]([CH3:35])[CH3:33])=[CH:45]2)=[O:47])=[O:14])[C:2]1[CH:3]=[CH:4][CH:5]=[CH:6][CH:7]=1, predict the reactants needed to synthesize it. The reactants are: [O:1]([CH2:8][CH2:9][S:10][CH2:11][C:12]([OH:14])=O)[C:2]1[CH:7]=[CH:6][CH:5]=[CH:4][CH:3]=1.CCOC1N(C(OCC)=O)C2C(=CC=CC=2)C=C1.[CH3:33][N:34]([CH2:36][C:37]1[N:38]([S:50]([CH3:53])(=[O:52])=[O:51])[C:39]2[C:44]([CH:45]=1)=[CH:43][C:42]([C:46]([NH:48][NH2:49])=[O:47])=[CH:41][CH:40]=2)[CH3:35].O(CCSCC(NNC(C1C=CC2C=C(CN(C)C)OC=2C=1)=O)=O)C1C=CC=CC=1.